From a dataset of Reaction yield outcomes from USPTO patents with 853,638 reactions. Predict the reaction yield, written as a fraction of the theoretical maximum amount of product (1.0 means a 100% yield; for example, 0.34 means a 34% yield). (1) The reactants are [CH3:1][O:2][CH2:3][CH:4]1[CH2:8][CH2:7][CH2:6][NH:5]1.CCN(C(C)C)C(C)C.[C:18]([C:20]1[CH:21]=[C:22]([CH3:27])[C:23](F)=[N:24][CH:25]=1)#[N:19]. The catalyst is C(O)CCC.CCOC(C)=O. The product is [CH3:1][O:2][CH2:3][CH:4]1[CH2:8][CH2:7][CH2:6][N:5]1[C:23]1[C:22]([CH3:27])=[CH:21][C:20]([C:18]#[N:19])=[CH:25][N:24]=1. The yield is 0.870. (2) The reactants are Cl[C:2]1[CH:7]=[CH:6][C:5]2=[N:8][C:9]([C:11]3[CH:12]=[CH:13][C:14]([C:24]([F:27])([F:26])[F:25])=[C:15]([NH:17][C:18](=[O:23])[C:19]([CH3:22])([CH3:21])[CH3:20])[CH:16]=3)=[CH:10][N:4]2[N:3]=1.[Br-].[CH:29]1([Zn+])[CH2:31][CH2:30]1.[CH2:33]1COC[CH2:34]1. The catalyst is C1C=CC(P(C2C=CC=CC=2)[C-]2C=CC=C2)=CC=1.C1C=CC(P(C2C=CC=CC=2)[C-]2C=CC=C2)=CC=1.Cl[Pd]Cl.[Fe+2]. The product is [CH:30]1([C:2]2[CH:7]=[CH:6][C:5]3=[N:8][C:9]([C:11]4[CH:12]=[CH:13][C:14]([C:24]([F:27])([F:26])[F:25])=[C:15]([NH:17][C:18](=[O:23])[C:19]([CH3:22])([CH3:21])[CH3:20])[CH:16]=4)=[CH:10][N:4]3[N:3]=2)[CH2:31][CH2:29][CH2:34][CH2:33]1. The yield is 0.110. (3) The reactants are [C:1]([C@@H:4]([NH:14][C:15](=[O:24])[O:16]CC1C=CN=CC=1)[CH2:5][CH2:6][C:7]1[CH:12]=[CH:11][C:10]([OH:13])=[CH:9][CH:8]=1)([OH:3])=O.[CH3:25][NH:26][CH2:27][CH2:28][C:29]1[CH:34]=[CH:33][CH:32]=[CH:31][CH:30]=1.CC[N:37]([CH:41]([CH3:43])C)[CH:38]([CH3:40])C.CN(C(ON1N=N[C:54]2C=CC(=C[C:53]1=2)[Cl:58])=[N+](C)C)C.F[P-](F)(F)(F)(F)F. The catalyst is CN(C=O)C. The product is [ClH:58].[N:37]1[CH:38]=[CH:40][C:53]([CH2:54][N:14]([C@H:4]([C:1]([N:26]([CH3:25])[CH2:27][CH2:28][C:29]2[CH:34]=[CH:33][CH:32]=[CH:31][CH:30]=2)=[O:3])[CH2:5][CH2:6][C:7]2[CH:8]=[CH:9][C:10]([OH:13])=[CH:11][CH:12]=2)[C:15](=[O:24])[OH:16])=[CH:43][CH:41]=1. The yield is 0.0800. (4) The reactants are [CH2:1]([Mg]Br)[CH2:2][CH2:3][CH2:4][CH2:5][CH3:6].[Br:9][C:10]1[CH:17]=[CH:16][C:13]([CH:14]=[O:15])=[CH:12][CH:11]=1. The catalyst is C1COCC1. The product is [Br:9][C:10]1[CH:17]=[CH:16][C:13]([CH:14]([OH:15])[CH2:1][CH2:2][CH2:3][CH2:4][CH2:5][CH3:6])=[CH:12][CH:11]=1. The yield is 0.760. (5) The reactants are [Br:1][C:2]1[CH:3]=[CH:4][C:5]([O:29]C)=[C:6]2[C:11]=1[CH:10]([NH:12][C:13]1[CH:21]=[CH:20][CH:19]=[C:18]3[C:14]=1[CH:15]=[N:16][NH:17]3)[C:9]([C:23]([F:26])([F:25])[F:24])([OH:22])[CH2:8][C:7]2([CH3:28])[CH3:27].B(Br)(Br)Br.C(=O)(O)[O-].[Na+]. The catalyst is C(OCC)(=O)C. The product is [Br:1][C:2]1[C:11]2[CH:10]([NH:12][C:13]3[CH:21]=[CH:20][CH:19]=[C:18]4[C:14]=3[CH:15]=[N:16][NH:17]4)[C:9]([C:23]([F:24])([F:25])[F:26])([OH:22])[CH2:8][C:7]([CH3:27])([CH3:28])[C:6]=2[C:5]([OH:29])=[CH:4][CH:3]=1. The yield is 0.838. (6) The reactants are [Cl:1][C:2]1[CH:3]=[C:4]2[C:8](=[CH:9][CH:10]=1)[C:7](=O)[O:6]/[C:5]/2=[CH:12]\[C:13]1[CH:18]=[CH:17][C:16]([F:19])=[C:15]([C:20]([N:22]2[CH2:27][CH2:26][CH:25]([O:28][CH3:29])[CH2:24][CH2:23]2)=[O:21])[CH:14]=1.CN(C)C=O.O.[NH2:36][NH2:37]. The catalyst is O. The product is [Cl:1][C:2]1[CH:3]=[C:4]2[C:8](=[CH:9][CH:10]=1)[C:7](=[O:6])[NH:37][N:36]=[C:5]2[CH2:12][C:13]1[CH:18]=[CH:17][C:16]([F:19])=[C:15]([C:20]([N:22]2[CH2:27][CH2:26][CH:25]([O:28][CH3:29])[CH2:24][CH2:23]2)=[O:21])[CH:14]=1. The yield is 0.240. (7) The reactants are [CH3:1][C:2]1[O:6][C:5]([CH:7]([NH2:13])[C:8]2([CH3:12])[CH2:11][O:10][CH2:9]2)=[CH:4][CH:3]=1.[OH:14][C:15]1[C:20]([C:21]([N:23]2[CH2:28][CH2:27][O:26][CH2:25][CH2:24]2)=[O:22])=[CH:19][CH:18]=[CH:17][C:16]=1[NH:29][C:30]1[C:31](=O)[C:32](=[O:36])[C:33]=1[O:34]C. The catalyst is CO. The product is [OH:14][C:15]1[C:20]([C:21]([N:23]2[CH2:28][CH2:27][O:26][CH2:25][CH2:24]2)=[O:22])=[CH:19][CH:18]=[CH:17][C:16]=1[NH:29][C:30]1[C:33](=[O:34])[C:32](=[O:36])[C:31]=1[NH:13][CH:7]([C:5]1[O:6][C:2]([CH3:1])=[CH:3][CH:4]=1)[C:8]1([CH3:12])[CH2:9][O:10][CH2:11]1. The yield is 0.640.